The task is: Regression. Given two drug SMILES strings and cell line genomic features, predict the synergy score measuring deviation from expected non-interaction effect.. This data is from NCI-60 drug combinations with 297,098 pairs across 59 cell lines. (1) Drug 1: CS(=O)(=O)CCNCC1=CC=C(O1)C2=CC3=C(C=C2)N=CN=C3NC4=CC(=C(C=C4)OCC5=CC(=CC=C5)F)Cl. Drug 2: CC1C(C(CC(O1)OC2CC(CC3=C2C(=C4C(=C3O)C(=O)C5=CC=CC=C5C4=O)O)(C(=O)C)O)N)O. Cell line: HL-60(TB). Synergy scores: CSS=37.8, Synergy_ZIP=-1.21, Synergy_Bliss=-4.79, Synergy_Loewe=-43.1, Synergy_HSA=-4.47. (2) Drug 1: CC1=C2C(C(=O)C3(C(CC4C(C3C(C(C2(C)C)(CC1OC(=O)C(C(C5=CC=CC=C5)NC(=O)OC(C)(C)C)O)O)OC(=O)C6=CC=CC=C6)(CO4)OC(=O)C)O)C)O. Drug 2: CC(C)CN1C=NC2=C1C3=CC=CC=C3N=C2N. Cell line: NCI/ADR-RES. Synergy scores: CSS=0.960, Synergy_ZIP=0.995, Synergy_Bliss=1.42, Synergy_Loewe=1.46, Synergy_HSA=-1.76. (3) Drug 2: CN1C(=O)N2C=NC(=C2N=N1)C(=O)N. Drug 1: CC12CCC(CC1=CCC3C2CCC4(C3CC=C4C5=CN=CC=C5)C)O. Synergy scores: CSS=-1.77, Synergy_ZIP=0.306, Synergy_Bliss=-4.18, Synergy_Loewe=-7.92, Synergy_HSA=-6.14. Cell line: SNB-19. (4) Drug 1: C1CCC(C1)C(CC#N)N2C=C(C=N2)C3=C4C=CNC4=NC=N3. Drug 2: CCN(CC)CCNC(=O)C1=C(NC(=C1C)C=C2C3=C(C=CC(=C3)F)NC2=O)C. Cell line: COLO 205. Synergy scores: CSS=-6.03, Synergy_ZIP=6.39, Synergy_Bliss=6.70, Synergy_Loewe=-5.56, Synergy_HSA=-2.66.